From a dataset of Forward reaction prediction with 1.9M reactions from USPTO patents (1976-2016). Predict the product of the given reaction. (1) Given the reactants [BH4-].[Na+].[CH2:3](Br)[CH:4]=[CH2:5].[C:7]([NH2:26])(=[O:25])[C:8]1[CH:13]=[CH:12][CH:11]=[CH:10][C:9]=1[S:14][S:14][C:9]1[CH:10]=[CH:11][CH:12]=[CH:13][C:8]=1[C:7]([NH2:26])=[O:25].Cl, predict the reaction product. The product is: [CH2:3]([S:14][C:9]1[CH:10]=[CH:11][CH:12]=[CH:13][C:8]=1[C:7]([NH2:26])=[O:25])[CH:4]=[CH2:5]. (2) Given the reactants [F:1][C:2]1[CH:9]=[C:8]([F:10])[CH:7]=[CH:6][C:3]=1[C:4]#[N:5].CCN(C(C)C)C(C)C.Cl.[NH2:21][OH:22], predict the reaction product. The product is: [OH:22][NH:21][C:4](=[NH:5])[C:3]1[CH:6]=[CH:7][C:8]([F:10])=[CH:9][C:2]=1[F:1].